Predict the product of the given reaction. From a dataset of Forward reaction prediction with 1.9M reactions from USPTO patents (1976-2016). Given the reactants NC(N)=O.[CH:5]12[O:12][CH:9]([CH2:10][CH2:11]1)[CH2:8][N:7]([C:13]1[N:18]=[C:17]([C:19]3[CH:24]=[CH:23][C:22]([NH:25][C:26]([NH:28][CH2:29][CH3:30])=[O:27])=[CH:21][CH:20]=3)[N:16]=[C:15]3[N:31]([CH:34]4CCN(C(OCC)=O)CC4)[N:32]=[CH:33][C:14]=13)[CH2:6]2.[CH3:45][N:46]([CH3:54])[C:47]1[CH:52]=CC(N)=[CH:49][CH:48]=1.NC1C=CC=CC=1, predict the reaction product. The product is: [CH:9]12[O:12][CH:5]([CH2:11][CH2:10]1)[CH2:6][N:7]([C:13]1[N:18]=[C:17]([C:19]3[CH:20]=[CH:21][C:22]([NH:25][C:26]([NH:28][C:29]4[CH:30]=[CH:52][C:47]([N:46]([CH3:54])[CH3:45])=[CH:48][CH:49]=4)=[O:27])=[CH:23][CH:24]=3)[N:16]=[C:15]3[N:31]([CH3:34])[N:32]=[CH:33][C:14]=13)[CH2:8]2.